From a dataset of Full USPTO retrosynthesis dataset with 1.9M reactions from patents (1976-2016). Predict the reactants needed to synthesize the given product. (1) The reactants are: [F:1][C:2]1[CH:20]=[CH:19][C:5]([CH2:6][NH:7][C:8]2[CH:9]=[CH:10][C:11]3[N:12]([C:14]([NH2:18])=[C:15]([CH3:17])[N:16]=3)[N:13]=2)=[CH:4][CH:3]=1.[C:21](Cl)(=[O:28])[C:22]1[CH:27]=[CH:26][CH:25]=[CH:24][CH:23]=1. Given the product [F:1][C:2]1[CH:3]=[CH:4][C:5]([CH2:6][NH:7][C:8]2[CH:9]=[CH:10][C:11]3[N:12]([C:14]([NH:18][C:21](=[O:28])[C:22]4[CH:27]=[CH:26][CH:25]=[CH:24][CH:23]=4)=[C:15]([CH3:17])[N:16]=3)[N:13]=2)=[CH:19][CH:20]=1, predict the reactants needed to synthesize it. (2) Given the product [CH3:1][C:2]1[C:3]([O:11][CH3:12])=[CH:4][CH:5]=[CH:6][C:7]=1[NH2:8], predict the reactants needed to synthesize it. The reactants are: [CH3:1][C:2]1[C:7]([N+:8]([O-])=O)=[CH:6][CH:5]=[CH:4][C:3]=1[O:11][CH3:12].